From a dataset of Full USPTO retrosynthesis dataset with 1.9M reactions from patents (1976-2016). Predict the reactants needed to synthesize the given product. Given the product [Cl:16][C:17]1[N:18]=[CH:19][N:20]([C:8]2[N:13]=[CH:12][C:11]([C:14]#[N:15])=[CH:10][CH:9]=2)[C:21]=1[Cl:22], predict the reactants needed to synthesize it. The reactants are: C(=O)([O-])[O-].[K+].[K+].Cl[C:8]1[N:13]=[CH:12][C:11]([C:14]#[N:15])=[CH:10][CH:9]=1.[Cl:16][C:17]1[N:18]=[CH:19][NH:20][C:21]=1[Cl:22].